From a dataset of Full USPTO retrosynthesis dataset with 1.9M reactions from patents (1976-2016). Predict the reactants needed to synthesize the given product. Given the product [CH2:29]([NH:36][C:37]([C:26]1[S:25][C:21]2[N:20]([C:19](=[O:28])[N:18]([CH2:17][C:14]3[CH:15]=[CH:16][N:11]=[CH:12][CH:13]=3)[C:23](=[O:24])[CH:22]=2)[CH:27]=1)=[O:38])[C:30]1[CH:35]=[CH:34][CH:33]=[CH:32][CH:31]=1, predict the reactants needed to synthesize it. The reactants are: C[Si](C)(C)N[Si](C)(C)C.[Li].[N:11]1[CH:16]=[CH:15][C:14]([CH2:17][N:18]2[C:23](=[O:24])[CH:22]=[C:21]3[S:25][CH:26]=[CH:27][N:20]3[C:19]2=[O:28])=[CH:13][CH:12]=1.[CH2:29]([N:36]=[C:37]=[O:38])[C:30]1[CH:35]=[CH:34][CH:33]=[CH:32][CH:31]=1.[Cl-].[NH4+].